Dataset: Peptide-MHC class I binding affinity with 185,985 pairs from IEDB/IMGT. Task: Regression. Given a peptide amino acid sequence and an MHC pseudo amino acid sequence, predict their binding affinity value. This is MHC class I binding data. (1) The peptide sequence is NTVATLYCV. The MHC is HLA-A02:03 with pseudo-sequence HLA-A02:03. The binding affinity (normalized) is 0.756. (2) The peptide sequence is FDAAASGGL. The MHC is HLA-B40:02 with pseudo-sequence HLA-B40:02. The binding affinity (normalized) is 0.259. (3) The peptide sequence is GLPRIVARQIV. The MHC is Mamu-B08 with pseudo-sequence Mamu-B08. The binding affinity (normalized) is 0. (4) The peptide sequence is QIYPGIKVR. The MHC is HLA-A02:03 with pseudo-sequence HLA-A02:03. The binding affinity (normalized) is 0. (5) The peptide sequence is IFLLVLLDY. The MHC is HLA-A31:01 with pseudo-sequence HLA-A31:01. The binding affinity (normalized) is 0.369.